This data is from TCR-epitope binding with 47,182 pairs between 192 epitopes and 23,139 TCRs. The task is: Binary Classification. Given a T-cell receptor sequence (or CDR3 region) and an epitope sequence, predict whether binding occurs between them. (1) The epitope is RLDKVEAEV. The TCR CDR3 sequence is CASSISGLNTDTQYF. Result: 0 (the TCR does not bind to the epitope). (2) Result: 0 (the TCR does not bind to the epitope). The epitope is IYSKHTPINL. The TCR CDR3 sequence is CASSPGLEGAYEQYF. (3) Result: 1 (the TCR binds to the epitope). The TCR CDR3 sequence is CATSRIPGGVTDTQYF. The epitope is NLVPMVATV. (4) The epitope is NLVPMVATV. The TCR CDR3 sequence is CASSVSGTGELFF. Result: 1 (the TCR binds to the epitope). (5) The epitope is RAKFKQLL. The TCR CDR3 sequence is CSVKGQGTEAFF. Result: 1 (the TCR binds to the epitope). (6) Result: 0 (the TCR does not bind to the epitope). The epitope is DATYQRTRALVR. The TCR CDR3 sequence is CASSADDRALGETQYF. (7) Result: 0 (the TCR does not bind to the epitope). The TCR CDR3 sequence is CASSLVGGTPSYNEQFF. The epitope is FLPRVFSAV. (8) The epitope is GTHWFVTQR. The TCR CDR3 sequence is CASSSDSPYEQYF. Result: 1 (the TCR binds to the epitope).